Task: Predict which catalyst facilitates the given reaction.. Dataset: Catalyst prediction with 721,799 reactions and 888 catalyst types from USPTO (1) Reactant: [Cl:1][C:2]1[CH:3]=[C:4]([C:9]([C:22]([F:25])([F:24])[F:23])=[CH:10][C:11]([C:13]2[CH:14]=[CH:15][C:16](F)=[C:17]([CH:20]=2)[C:18]#[N:19])=[O:12])[CH:5]=[C:6]([Cl:8])[CH:7]=1.[NH:26]1[CH:30]=[N:29][CH:28]=[N:27]1.C(=O)([O-])[O-].[K+].[K+]. Product: [Cl:1][C:2]1[CH:3]=[C:4]([C:9]([C:22]([F:25])([F:24])[F:23])=[CH:10][C:11]([C:13]2[CH:14]=[CH:15][C:16]([N:26]3[CH:30]=[N:29][CH:28]=[N:27]3)=[C:17]([CH:20]=2)[C:18]#[N:19])=[O:12])[CH:5]=[C:6]([Cl:8])[CH:7]=1. The catalyst class is: 10. (2) Product: [CH:1]1([CH:5]([C:11]2[CH:16]=[CH:15][C:14]([CH2:17][OH:18])=[C:13]([OH:19])[CH:12]=2)[CH2:6][C:7]([O:9][CH3:10])=[O:8])[CH2:2][CH2:3][CH2:4]1. Reactant: [CH:1]1([CH:5]([C:11]2[CH:16]=[CH:15][C:14]([CH:17]=[O:18])=[C:13]([OH:19])[CH:12]=2)[CH2:6][C:7]([O:9][CH3:10])=[O:8])[CH2:4][CH2:3][CH2:2]1.[BH4-].[Na+]. The catalyst class is: 14.